This data is from Forward reaction prediction with 1.9M reactions from USPTO patents (1976-2016). The task is: Predict the product of the given reaction. The product is: [CH3:27][C:25]1([CH3:28])[O:24][C@@H:23]2[O:29][C@H:20]([CH2:19][O:18][Si:1]([C:14]([CH3:17])([CH3:16])[CH3:15])([C:8]3[CH:13]=[CH:12][CH:11]=[CH:10][CH:9]=3)[C:2]3[CH:7]=[CH:6][CH:5]=[CH:4][CH:3]=3)[CH2:21][C@@H:22]2[O:26]1. Given the reactants [Si:1]([O:18][CH2:19][C@H:20]1[O:29][C@H:23]2[O:24][C:25]([CH3:28])([CH3:27])[O:26][C@H:22]2[CH:21]1OC(OC1C=CC=CC=1)=S)([C:14]([CH3:17])([CH3:16])[CH3:15])([C:8]1[CH:13]=[CH:12][CH:11]=[CH:10][CH:9]=1)[C:2]1[CH:7]=[CH:6][CH:5]=[CH:4][CH:3]=1.C[Si]([SiH]([Si](C)(C)C)[Si](C)(C)C)(C)C, predict the reaction product.